From a dataset of Catalyst prediction with 721,799 reactions and 888 catalyst types from USPTO. Predict which catalyst facilitates the given reaction. (1) Reactant: Cl[CH2:2][C:3]([O:5][C:6]([CH3:18])([CH2:8][CH2:9][C:10]([O:13][C:14](=[O:17])[CH2:15]Cl)([CH3:12])[CH3:11])[CH3:7])=[O:4].[NH2:19][CH2:20][CH2:21][CH2:22][CH2:23][CH2:24][CH3:25]. Product: [CH2:20]([NH:19][CH2:2][C:3]([O:5][C:6]([CH3:18])([CH2:8][CH2:9][C:10]([O:13][C:14](=[O:17])[CH2:15][NH:19][CH2:20][CH2:21][CH2:22][CH2:23][CH2:24][CH3:25])([CH3:12])[CH3:11])[CH3:7])=[O:4])[CH2:21][CH2:22][CH2:23][CH2:24][CH3:25]. The catalyst class is: 2. (2) Reactant: [CH2:1]([O:8][C:9]1[CH:14]=[CH:13][C:12]([OH:15])=[C:11]([Br:16])[CH:10]=1)[C:2]1[CH:7]=[CH:6][CH:5]=[CH:4][CH:3]=1.N1C=CN=C1.[C:22]([Si:26]([CH3:29])([CH3:28])Cl)([CH3:25])([CH3:24])[CH3:23]. Product: [CH2:1]([O:8][C:9]1[CH:14]=[CH:13][C:12]([O:15][Si:26]([C:22]([CH3:25])([CH3:24])[CH3:23])([CH3:29])[CH3:28])=[C:11]([Br:16])[CH:10]=1)[C:2]1[CH:3]=[CH:4][CH:5]=[CH:6][CH:7]=1. The catalyst class is: 2.